Dataset: NCI-60 drug combinations with 297,098 pairs across 59 cell lines. Task: Regression. Given two drug SMILES strings and cell line genomic features, predict the synergy score measuring deviation from expected non-interaction effect. Drug 1: C1=CC(=C2C(=C1NCCNCCO)C(=O)C3=C(C=CC(=C3C2=O)O)O)NCCNCCO. Drug 2: C1=CC(=CC=C1CCCC(=O)O)N(CCCl)CCCl. Cell line: HL-60(TB). Synergy scores: CSS=93.6, Synergy_ZIP=8.09, Synergy_Bliss=7.29, Synergy_Loewe=7.62, Synergy_HSA=9.90.